Dataset: Forward reaction prediction with 1.9M reactions from USPTO patents (1976-2016). Task: Predict the product of the given reaction. (1) Given the reactants B(Br)(Br)Br.[NH2:5][C:6]1[N:11]=[C:10]([NH:12][CH2:13][CH2:14][CH2:15][CH3:16])[C:9]([CH2:17][C:18]2[CH:19]=[C:20]([CH2:26][C:27]([OH:29])=[O:28])[CH:21]=[CH:22][C:23]=2[O:24]C)=[C:8]([CH3:30])[N:7]=1.[CH3:31]O.Cl, predict the reaction product. The product is: [NH2:5][C:6]1[N:11]=[C:10]([NH:12][CH2:13][CH2:14][CH2:15][CH3:16])[C:9]([CH2:17][C:18]2[CH:19]=[C:20]([CH2:26][C:27]([O:29][CH3:31])=[O:28])[CH:21]=[CH:22][C:23]=2[OH:24])=[C:8]([CH3:30])[N:7]=1. (2) The product is: [CH2:1]([O:5][CH2:6][CH2:7][CH2:8][CH2:9][CH2:10][CH2:11][N:26]([C@@H:27]([C:30]1[CH:31]=[CH:32][CH:33]=[CH:34][CH:35]=1)[CH2:28][OH:29])[CH2:25][C@@H:24]([C:22]1[CH:21]=[CH:20][C:18]2[O:19][C:14]([CH3:13])([CH3:37])[O:15][CH2:16][C:17]=2[CH:23]=1)[OH:36])[CH2:2][C:3]#[CH:4]. Given the reactants [CH2:1]([O:5][CH2:6][CH2:7][CH2:8][CH2:9][CH2:10][CH:11]=O)[CH2:2][C:3]#[CH:4].[CH3:13][C:14]1([CH3:37])[O:19][C:18]2[CH:20]=[CH:21][C:22]([C@@H:24]([OH:36])[CH2:25][NH:26][C@@H:27]([C:30]3[CH:35]=[CH:34][CH:33]=[CH:32][CH:31]=3)[CH2:28][OH:29])=[CH:23][C:17]=2[CH2:16][O:15]1.C(O[BH-](OC(=O)C)OC(=O)C)(=O)C.[Na+], predict the reaction product. (3) Given the reactants [CH3:1][O:2][CH2:3][O:4][CH2:5][C:6]1[CH:7]=[C:8]([CH:11]=[CH:12][N:13]=1)[C:9]#N.[CH:14]1([Mg]Br)[CH2:16][CH2:15]1.Cl.[OH-:20].[Na+], predict the reaction product. The product is: [CH:14]1([C:9]([C:8]2[CH:11]=[CH:12][N:13]=[C:6]([CH2:5][O:4][CH2:3][O:2][CH3:1])[CH:7]=2)=[O:20])[CH2:16][CH2:15]1. (4) Given the reactants [C:1]1([NH2:8])[CH:6]=[CH:5][CH:4]=[CH:3][C:2]=1[NH2:7].C(=O)([O-])[O-].[K+].[K+].[C:15](Cl)(=[O:22])[C:16]1[CH:21]=[CH:20][CH:19]=[CH:18][CH:17]=1, predict the reaction product. The product is: [NH2:7][C:2]1[CH:3]=[CH:4][CH:5]=[CH:6][C:1]=1[NH:8][C:15](=[O:22])[C:16]1[CH:21]=[CH:20][CH:19]=[CH:18][CH:17]=1. (5) Given the reactants [C:1]([C:4]1[CH:29]=[CH:28][C:7]([C:8]([NH:10][C:11]2[CH:27]=[CH:26][CH:25]=[CH:24][C:12]=2[C:13]([NH:15][C:16]2[CH:21]=[CH:20][C:19]([O:22][CH3:23])=[CH:18][CH:17]=2)=[O:14])=[O:9])=[CH:6][CH:5]=1)(=[O:3])[CH3:2].[CH3:30][Mg]Br.C(OCC)C, predict the reaction product. The product is: [OH:3][C:1]([C:4]1[CH:29]=[CH:28][C:7]([C:8]([NH:10][C:11]2[CH:27]=[CH:26][CH:25]=[CH:24][C:12]=2[C:13]([NH:15][C:16]2[CH:21]=[CH:20][C:19]([O:22][CH3:23])=[CH:18][CH:17]=2)=[O:14])=[O:9])=[CH:6][CH:5]=1)([CH3:30])[CH3:2]. (6) Given the reactants [NH2:1][C:2]1[CH:10]=[C:9]([N+:11]([O-:13])=[O:12])[CH:8]=[CH:7][C:3]=1[C:4]([OH:6])=[O:5].[C:14](Cl)(=[O:18])[CH:15]([CH3:17])[CH3:16], predict the reaction product. The product is: [C:14]([NH:1][C:2]1[CH:10]=[C:9]([N+:11]([O-:13])=[O:12])[CH:8]=[CH:7][C:3]=1[C:4]([OH:6])=[O:5])(=[O:18])[CH:15]([CH3:17])[CH3:16]. (7) Given the reactants [Cl:1][C:2]1[CH:7]=[CH:6][C:5]([CH:8]([C:14]2[CH:19]=[CH:18][C:17]([Cl:20])=[CH:16][CH:15]=2)[C:9]([O:11][CH2:12][CH3:13])=[O:10])=[CH:4][CH:3]=1.C[Si]([N-][Si](C)(C)C)(C)C.[Li+].Br[CH2:32][C:33]#[N:34], predict the reaction product. The product is: [Cl:1][C:2]1[CH:3]=[CH:4][C:5]([C:8]([C:14]2[CH:15]=[CH:16][C:17]([Cl:20])=[CH:18][CH:19]=2)([CH2:32][C:33]#[N:34])[C:9]([O:11][CH2:12][CH3:13])=[O:10])=[CH:6][CH:7]=1.